From a dataset of Peptide-MHC class II binding affinity with 134,281 pairs from IEDB. Regression. Given a peptide amino acid sequence and an MHC pseudo amino acid sequence, predict their binding affinity value. This is MHC class II binding data. (1) The peptide sequence is NALSMMPEAMTIVML. The MHC is DRB1_0801 with pseudo-sequence DRB1_0801. The binding affinity (normalized) is 0.494. (2) The peptide sequence is DVSGVQAPVGAITTI. The binding affinity (normalized) is 0.0753. The MHC is HLA-DPA10301-DPB10402 with pseudo-sequence HLA-DPA10301-DPB10402. (3) The peptide sequence is QDELIGRGRVSPGNG. The MHC is HLA-DQA10201-DQB10402 with pseudo-sequence HLA-DQA10201-DQB10402. The binding affinity (normalized) is 0. (4) The peptide sequence is CDDPRFQDSSSSKAPPPSLPS. The MHC is DRB1_0405 with pseudo-sequence DRB1_0405. The binding affinity (normalized) is 0.352. (5) The peptide sequence is GLDMVGLAADWLTSTANTNM. The MHC is DRB1_0401 with pseudo-sequence DRB1_0401. The binding affinity (normalized) is 0.152. (6) The peptide sequence is CDCDDKFYDCLKNSADTI. The MHC is DRB1_0101 with pseudo-sequence DRB1_0101. The binding affinity (normalized) is 0.